Dataset: Peptide-MHC class II binding affinity with 134,281 pairs from IEDB. Task: Regression. Given a peptide amino acid sequence and an MHC pseudo amino acid sequence, predict their binding affinity value. This is MHC class II binding data. (1) The peptide sequence is RDFIEGVHGGTWVSA. The MHC is DRB1_1302 with pseudo-sequence DRB1_1302. The binding affinity (normalized) is 0.102. (2) The peptide sequence is QYFAHYCRKYAPLYAAEAKR. The MHC is HLA-DQA10301-DQB10302 with pseudo-sequence HLA-DQA10301-DQB10302. The binding affinity (normalized) is 0.